This data is from Full USPTO retrosynthesis dataset with 1.9M reactions from patents (1976-2016). The task is: Predict the reactants needed to synthesize the given product. (1) Given the product [I:1][C:2]1[CH:7]=[CH:6][C:5]2[N:8]([CH2:9][C:10]3[CH:15]=[CH:14][C:13]([O:16][CH2:17][C:18]4[CH:19]=[N:20][C:21]([O:24][CH3:25])=[CH:22][CH:23]=4)=[C:12]([O:26][CH3:27])[CH:11]=3)[CH:29]=[N:28][C:4]=2[CH:3]=1, predict the reactants needed to synthesize it. The reactants are: [I:1][C:2]1[CH:3]=[C:4]([NH2:28])[C:5]([NH:8][CH2:9][C:10]2[CH:15]=[CH:14][C:13]([O:16][CH2:17][C:18]3[CH:19]=[N:20][C:21]([O:24][CH3:25])=[CH:22][CH:23]=3)=[C:12]([O:26][CH3:27])[CH:11]=2)=[CH:6][CH:7]=1.[CH:29](OCC)(OCC)OCC.O.C1(C)C=CC(S(O)(=O)=O)=CC=1.O. (2) Given the product [Cl:24][C:17]1[N:16]=[C:15]2[C:20]([N:21]=[CH:22][N:14]2[C@@H:12]2[CH2:13][C@H:9]([N:8]3[N:38]=[N:37][C:36]([CH2:34][CH3:35])=[N:40]3)[C@@H:10]([OH:26])[C@H:11]2[OH:25])=[C:19]([Cl:23])[N:18]=1, predict the reactants needed to synthesize it. The reactants are: C([N:8](C(OC(C)(C)C)=O)[C@H:9]1[CH2:13][C@@H:12]([N:14]2[CH:22]=[N:21][C:20]3[C:15]2=[N:16][C:17]([Cl:24])=[N:18][C:19]=3[Cl:23])[C@H:11]([OH:25])[C@@H:10]1[OH:26])(OC(C)(C)C)=O.[CH2:34]([C:36]1[N:37]=[N:38]N[N:40]=1)[CH3:35]. (3) The reactants are: [CH3:1][C:2]1[S:3][C:4]([C:8]2[CH:13]=[CH:12][N:11]=[C:10]([NH:14][C:15]3[CH:20]=[CH:19][C:18]([N:21]4[CH2:26][CH2:25][NH:24][CH2:23][CH2:22]4)=[CH:17][CH:16]=3)[N:9]=2)=[C:5]([CH3:7])[N:6]=1.CCN(CC)CC.[CH3:34][S:35](Cl)(=[O:37])=[O:36]. Given the product [CH3:1][C:2]1[S:3][C:4]([C:8]2[CH:13]=[CH:12][N:11]=[C:10]([NH:14][C:15]3[CH:16]=[CH:17][C:18]([N:21]4[CH2:22][CH2:23][N:24]([S:35]([CH3:34])(=[O:37])=[O:36])[CH2:25][CH2:26]4)=[CH:19][CH:20]=3)[N:9]=2)=[C:5]([CH3:7])[N:6]=1, predict the reactants needed to synthesize it. (4) Given the product [CH2:12]([O:11][C:8]1[CH:9]=[CH:10][C:5]([C@@H:3]([O:4][Si:31]([CH2:34][CH3:35])([CH2:32][CH3:33])[CH2:29][CH3:30])[CH2:2][I:1])=[CH:6][C:7]=1[NH:19][S:20]([CH3:23])(=[O:22])=[O:21])[C:13]1[CH:18]=[CH:17][CH:16]=[CH:15][CH:14]=1, predict the reactants needed to synthesize it. The reactants are: [I:1][CH2:2][C@@H:3]([C:5]1[CH:10]=[CH:9][C:8]([O:11][CH2:12][C:13]2[CH:18]=[CH:17][CH:16]=[CH:15][CH:14]=2)=[C:7]([NH:19][S:20]([CH3:23])(=[O:22])=[O:21])[CH:6]=1)[OH:4].N1C=CN=C1.[CH2:29]([Si:31](Cl)([CH2:34][CH3:35])[CH2:32][CH3:33])[CH3:30]. (5) Given the product [I:16][C:2]1[CH:3]=[C:4]2[C:8](=[CH:9][CH:10]=1)[NH:7][N:6]=[CH:5]2, predict the reactants needed to synthesize it. The reactants are: N[C:2]1[CH:3]=[C:4]2[C:8](=[CH:9][CH:10]=1)[NH:7][N:6]=[CH:5]2.Cl.N([O-])=O.[Na+].[I-:16].[K+]. (6) Given the product [CH:17]1([CH2:20][O:14][C:4]2[C:5]3[O:6][C:7]4[CH:13]=[CH:12][CH:11]=[CH:10][C:8]=4[C:9]=3[CH:1]=[CH:2][CH:3]=2)[CH2:19][CH2:18]1, predict the reactants needed to synthesize it. The reactants are: [CH:1]1[C:9]2[C:8]3[CH:10]=[CH:11][CH:12]=[CH:13][C:7]=3[O:6][C:5]=2[C:4]([OH:14])=[CH:3][CH:2]=1.[H-].[Na+].[CH:17]1([CH2:20]Br)[CH2:19][CH2:18]1.